The task is: Predict the reactants needed to synthesize the given product.. This data is from Full USPTO retrosynthesis dataset with 1.9M reactions from patents (1976-2016). (1) Given the product [NH2:1][C:2]1[CH:11]=[C:10]([F:12])[C:9]([C:19]2[C:15]([CH3:14])=[N:16][O:17][C:18]=2[CH3:29])=[CH:8][C:3]=1[C:4]([O:6][CH3:7])=[O:5], predict the reactants needed to synthesize it. The reactants are: [NH2:1][C:2]1[CH:11]=[C:10]([F:12])[C:9](Br)=[CH:8][C:3]=1[C:4]([O:6][CH3:7])=[O:5].[CH3:14][C:15]1[C:19](B2OC(C)(C)C(C)(C)O2)=[C:18]([CH3:29])[O:17][N:16]=1.O.C([O-])([O-])=O.[Cs+].[Cs+]. (2) Given the product [F:24][C:25]1[CH:32]=[CH:31][C:28](/[CH:29]=[CH:30]/[C:14]2[CH:19]=[CH:18][C:17]([S:20]([C:2]3[CH:3]=[C:4]4[C:9](=[CH:10][CH:11]=3)[C:8](=[O:12])[NH:7][CH2:6][CH2:5]4)(=[O:22])=[O:21])=[CH:16][CH:15]=2)=[CH:27][CH:26]=1, predict the reactants needed to synthesize it. The reactants are: I[C:2]1[CH:3]=[C:4]2[C:9](=[CH:10][CH:11]=1)[C:8](=[O:12])[NH:7][CH2:6][CH2:5]2.Br[C:14]1[CH:19]=[CH:18][C:17]([S:20]([O-:22])=[O:21])=[CH:16][CH:15]=1.[Na+].[F:24][C:25]1[CH:32]=[CH:31][C:28]([CH:29]=[CH2:30])=[CH:27][CH:26]=1. (3) Given the product [C:1]1([NH:7][S:8]([Cl:14])(=[O:11])=[O:9])[CH:6]=[CH:5][CH:4]=[CH:3][CH:2]=1, predict the reactants needed to synthesize it. The reactants are: [C:1]1([NH:7][S:8](=[O:11])(=O)[O-:9])[CH:6]=[CH:5][CH:4]=[CH:3][CH:2]=1.[Na+].P(Cl)(Cl)(Cl)(Cl)[Cl:14].